From a dataset of Reaction yield outcomes from USPTO patents with 853,638 reactions. Predict the reaction yield, written as a fraction of the theoretical maximum amount of product (1.0 means a 100% yield; for example, 0.34 means a 34% yield). (1) The reactants are CCN(S(F)(F)[F:7])CC.[F:10][C:11]1[CH:16]=[CH:15][C:14]([N:17]2[C@H:22]([CH2:23]O)[CH2:21][N:20]3[N:25]=[C:26]([CH2:28][O:29][C:30]4[CH:35]=[CH:34][CH:33]=[CH:32][CH:31]=4)[CH:27]=[C:19]3[C:18]2=[O:36])=[CH:13][CH:12]=1. The catalyst is C(Cl)Cl. The product is [F:7][CH2:23][C@@H:22]1[CH2:21][N:20]2[N:25]=[C:26]([CH2:28][O:29][C:30]3[CH:35]=[CH:34][CH:33]=[CH:32][CH:31]=3)[CH:27]=[C:19]2[C:18](=[O:36])[N:17]1[C:14]1[CH:13]=[CH:12][C:11]([F:10])=[CH:16][CH:15]=1. The yield is 0.600. (2) The reactants are Br[C:2]1[CH:7]=[CH:6][C:5]([Br:8])=[CH:4][N:3]=1.[C:9](CCCO)#[N:10].[CH3:15][Si](C)(C)[N-][Si](C)(C)C.[Na+].CCO[C:28]([CH3:30])=[O:29]. The catalyst is CS(C)=O. The product is [Br:8][C:5]1[CH:6]=[CH:7][C:2]([O:29][CH2:28][CH:30]([C:9]#[N:10])[CH3:15])=[N:3][CH:4]=1. The yield is 0.393. (3) The reactants are FC(F)(F)C1C=C(NC(=O)NC2C=CC(C3SC(CCC(OC)=O)=NC=3)=CC=2)C=CC=1.[NH2:32][C:33]1[CH:38]=[CH:37][C:36]([C:39]2[O:43][C:42]([CH:44]3[CH2:49][CH2:48][CH:47]([C:50]([O:52][CH3:53])=[O:51])[CH2:46][CH2:45]3)=[N:41][CH:40]=2)=[CH:35][CH:34]=1.[Cl:54][C:55]1[CH:60]=[CH:59][CH:58]=[C:57]([N:61]=[C:62]=[O:63])[CH:56]=1. No catalyst specified. The product is [Cl:54][C:55]1[CH:56]=[C:57]([NH:61][C:62](=[O:63])[NH:32][C:33]2[CH:34]=[CH:35][C:36]([C:39]3[O:43][C:42]([CH:44]4[CH2:45][CH2:46][CH:47]([C:50]([O:52][CH3:53])=[O:51])[CH2:48][CH2:49]4)=[N:41][CH:40]=3)=[CH:37][CH:38]=2)[CH:58]=[CH:59][CH:60]=1. The yield is 0.860.